This data is from Full USPTO retrosynthesis dataset with 1.9M reactions from patents (1976-2016). The task is: Predict the reactants needed to synthesize the given product. Given the product [Cl:22][C:23]1[CH:24]=[C:25]([NH:30][C:31](=[O:32])[NH:1][C:2]2[CH:3]=[CH:4][C:5]([C:8]3[CH:16]=[C:15]4[C:11]([C:12]([C:17]([O:19][CH2:20][CH3:21])=[O:18])=[N:13][NH:14]4)=[CH:10][CH:9]=3)=[CH:6][CH:7]=2)[CH:26]=[CH:27][C:28]=1[Cl:29], predict the reactants needed to synthesize it. The reactants are: [NH2:1][C:2]1[CH:7]=[CH:6][C:5]([C:8]2[CH:16]=[C:15]3[C:11]([C:12]([C:17]([O:19][CH2:20][CH3:21])=[O:18])=[N:13][NH:14]3)=[CH:10][CH:9]=2)=[CH:4][CH:3]=1.[Cl:22][C:23]1[CH:24]=[C:25]([N:30]=[C:31]=[O:32])[CH:26]=[CH:27][C:28]=1[Cl:29].C(OCC)(=O)C.C(=O)(O)[O-].[Na+].